Dataset: Full USPTO retrosynthesis dataset with 1.9M reactions from patents (1976-2016). Task: Predict the reactants needed to synthesize the given product. (1) Given the product [CH2:17]([O:19][C:20](=[O:41])/[CH:21]=[CH:5]/[C:4]1[CH:7]=[CH:8][C:9]([C:11]([F:14])([F:13])[F:12])=[CH:10][C:3]=1[C:2]([F:16])([F:15])[F:1])[CH3:18], predict the reactants needed to synthesize it. The reactants are: [F:1][C:2]([F:16])([F:15])[C:3]1[CH:10]=[C:9]([C:11]([F:14])([F:13])[F:12])[CH:8]=[CH:7][C:4]=1[CH:5]=O.[CH2:17]([O:19][C:20](=[O:41])[CH:21]=P(C1C=CC=CC=1)(C1C=CC=CC=1)C1C=CC=CC=1)[CH3:18]. (2) Given the product [Cl:15][C:16]1[C:17](=[O:30])[N:18]([C:23]2[CH:28]=[CH:27][CH:26]=[C:25]([CH3:29])[CH:24]=2)[N:19]=[CH:20][C:21]=1[N:8]([CH2:13][CH3:12])[CH2:4][CH3:3], predict the reactants needed to synthesize it. The reactants are: CC1[CH:3]=[C:4]([N:8]2[C:13](=O)[CH:12]=CC=N2)C=CC=1.[Cl:15][C:16]1[C:17](=[O:30])[N:18]([C:23]2[CH:28]=[CH:27][CH:26]=[C:25]([CH3:29])[CH:24]=2)[N:19]=[CH:20][C:21]=1Cl.[N-]=[N+]=[N-].[Na+].C(O)C. (3) Given the product [CH2:1]([NH:8][C:12]1[CH:13]=[N:14][CH:15]=[C:10]([Cl:9])[N:11]=1)[C:2]1[CH:7]=[CH:6][CH:5]=[CH:4][CH:3]=1, predict the reactants needed to synthesize it. The reactants are: [CH2:1]([NH2:8])[C:2]1[CH:7]=[CH:6][CH:5]=[CH:4][CH:3]=1.[Cl:9][C:10]1[CH:15]=[N:14][CH:13]=[C:12](Cl)[N:11]=1. (4) Given the product [C:4]([O:3][C:1]([N:8]1[CH2:9][CH2:10][N:11]([C:20]2[C:19]([F:22])=[CH:18][C:17]([N+:23]([O-:25])=[O:24])=[CH:16][C:15]=2[F:14])[CH2:12][CH2:13]1)=[O:2])([CH3:7])([CH3:6])[CH3:5], predict the reactants needed to synthesize it. The reactants are: [C:1]([N:8]1[CH2:13][CH2:12][NH:11][CH2:10][CH2:9]1)([O:3][C:4]([CH3:7])([CH3:6])[CH3:5])=[O:2].[F:14][C:15]1[CH:16]=[C:17]([N+:23]([O-:25])=[O:24])[CH:18]=[C:19]([F:22])[C:20]=1F.C([O-])([O-])=O.[K+].[K+].O. (5) Given the product [CH3:1][C:2]1[O:6][C:5]([C:7]2[CH:12]=[CH:11][C:10]([O:13][CH2:14][C:15]3[CH:20]=[CH:19][CH:18]=[CH:17][N:16]=3)=[CH:9][CH:8]=2)=[N:4][C:3]=1[CH2:21][CH2:22][O:23][S:32]([CH3:31])(=[O:34])=[O:33], predict the reactants needed to synthesize it. The reactants are: [CH3:1][C:2]1[O:6][C:5]([C:7]2[CH:12]=[CH:11][C:10]([O:13][CH2:14][C:15]3[CH:20]=[CH:19][CH:18]=[CH:17][N:16]=3)=[CH:9][CH:8]=2)=[N:4][C:3]=1[CH2:21][CH2:22][OH:23].C(N(CC)CC)C.[CH3:31][S:32](Cl)(=[O:34])=[O:33]. (6) The reactants are: [OH:1][C:2]1[CH:11]=[CH:10][C:5]2[C:6](=O)[CH2:7][O:8][C:4]=2[CH:3]=1.C1(P(=[CH:31][C:32]([O:34][CH3:35])=[O:33])(C2C=CC=CC=2)C2C=CC=CC=2)C=CC=CC=1. Given the product [CH3:35][O:34][C:32](=[O:33])[CH2:31][C:6]1[C:5]2[CH:10]=[CH:11][C:2]([OH:1])=[CH:3][C:4]=2[O:8][CH:7]=1, predict the reactants needed to synthesize it. (7) Given the product [N+:1]([C:4]1[CH:5]=[C:6]2[C:10](=[CH:11][CH:12]=1)[N:9]([CH2:20][C:21]1[CH:26]=[CH:25][CH:24]=[CH:23][N:22]=1)[N:8]=[CH:7]2)([O-:3])=[O:2].[N+:1]([C:4]1[CH:5]=[C:6]2[C:10](=[CH:11][CH:12]=1)[NH:9][N:8]([CH2:20][C:21]1[CH:26]=[CH:25][CH:24]=[CH:23][N:22]=1)[CH2:7]2)([O-:3])=[O:2], predict the reactants needed to synthesize it. The reactants are: [N+:1]([C:4]1[CH:5]=[C:6]2[C:10](=[CH:11][CH:12]=1)[NH:9][N:8]=[CH:7]2)([O-:3])=[O:2].C([O-])([O-])=O.[K+].[K+].Br[CH2:20][C:21]1[CH:26]=[CH:25][CH:24]=[CH:23][N:22]=1.O. (8) Given the product [Br:19][C:16]1[CH:17]=[CH:18][C:13]([O:12][C@@H:7]2[CH2:8][CH2:9][CH2:10][CH2:11][C@@H:6]2[N:20]=[N+:21]=[N-:22])=[CH:14][CH:15]=1, predict the reactants needed to synthesize it. The reactants are: CS(O[C@@H:6]1[CH2:11][CH2:10][CH2:9][CH2:8][C@H:7]1[O:12][C:13]1[CH:18]=[CH:17][C:16]([Br:19])=[CH:15][CH:14]=1)(=O)=O.[N-:20]=[N+:21]=[N-:22].[Na+].